Binary Classification. Given a miRNA mature sequence and a target amino acid sequence, predict their likelihood of interaction. From a dataset of Experimentally validated miRNA-target interactions with 360,000+ pairs, plus equal number of negative samples. (1) The miRNA is hsa-miR-422a with sequence ACUGGACUUAGGGUCAGAAGGC. The protein sequence of the target gene is MLAHTHRINKCLYGQNQMRNRHALLGALPPIFLLLLPLISCMKFDPERIAARLRIDEKWDQLDAFQSIKSRRGRQIQPKEISIQVTAPLFSSRLFDYGTTAGDEELPQALDVGKKLDLVHPISFFGSDYKTIYILSNGAVGFEASSRSYKSGILPSSTRFLAPFWNRNDLRNGGKVYYREVTKGRVLERGQSEIRYQYDKNVKVKSALIITWDKMQPLNTAALPEENTNTFQAAIFITANGTFANFIYSNIGWTQGAEAGFNAGDATNHFKLPTSGTPNIMYLEEYGNTGIPGEWMFELS.... Result: 0 (no interaction). (2) The miRNA is hsa-miR-6826-3p with sequence CUCCCCUCUCUUUCCUGUUCAG. The protein sequence of the target gene is MRAWIFFLLCLAGRALAAPQQTEVAEEIVEEETVVEETGVPVGANPVQVEMGEFEDGAEETVEEVVADNPCQNHHCKHGKVCELDESNTPMCVCQDPTSCPAPIGEFEKVCSNDNKTFDSSCHFFATKCTLEGTKKGHKLHLDYIGPCKYIAPCLDSELTEFPLRMRDWLKNVLVTLYERDEGNNLLTEKQKLRVKKIHENEKRLEAGDHPVELLARDFEKNYNMYIFPVHWQFGQLDQHPIDGYLSHTELAPLRAPLIPMEHCTTRFFETCDLDNDKYIALEEWAGCFGIKEQDINKDL.... Result: 0 (no interaction).